From a dataset of Forward reaction prediction with 1.9M reactions from USPTO patents (1976-2016). Predict the product of the given reaction. (1) The product is: [F:4][C:3]([F:6])([F:5])[C:2]([C:7]([F:10])([F:9])[F:8])=[O:1].[O:18]([C:19]1[CH:25]=[CH:24][C:22]([NH2:23])=[CH:21][CH:20]=1)[C:17]1[CH:11]=[CH:12][C:13]([NH2:14])=[CH:15][CH:16]=1. Given the reactants [OH:1][C:2]([C:11]1[CH:12]=[C:13]([CH:15]=[CH:16][C:17]=1[O:18][C:19]1[CH:25]=[CH:24][C:22]([NH2:23])=[CH:21][CH:20]=1)[NH2:14])([C:7]([F:10])([F:9])[F:8])[C:3]([F:6])([F:5])[F:4].OC(C1C=C(C=CC=1OC1C=CC(N)=CC=1C(C(F)(F)F)(O)C(F)(F)F)N)(C(F)(F)F)C(F)(F)F, predict the reaction product. (2) Given the reactants [CH2:1]([O:3][C:4]([N:6]1[CH:11]2[CH2:12][CH2:13][CH:7]1[CH2:8][CH:9]([N:14]=[N+]=[N-])[CH2:10]2)=[O:5])[CH3:2], predict the reaction product. The product is: [CH2:1]([O:3][C:4]([N:6]1[CH:11]2[CH2:12][CH2:13][CH:7]1[CH2:8][CH:9]([NH2:14])[CH2:10]2)=[O:5])[CH3:2]. (3) Given the reactants [CH:1]([C:4]1[S:5][CH:6]=[C:7]([C:9]([OH:11])=O)[N:8]=1)([CH3:3])[CH3:2].Cl.[O:13]1[C:18]2([CH2:23][CH2:22][N:21]([C:24]([O:26][C:27]([CH3:30])([CH3:29])[CH3:28])=[O:25])[CH2:20][CH2:19]2)[CH2:17][NH:16][CH2:15][CH2:14]1.C(N(CC)CC)C.CN(C(ON1N=NC2C=CC=NC1=2)=[N+](C)C)C.F[P-](F)(F)(F)(F)F, predict the reaction product. The product is: [CH:1]([C:4]1[S:5][CH:6]=[C:7]([C:9]([N:16]2[CH2:17][C:18]3([CH2:23][CH2:22][N:21]([C:24]([O:26][C:27]([CH3:30])([CH3:29])[CH3:28])=[O:25])[CH2:20][CH2:19]3)[O:13][CH2:14][CH2:15]2)=[O:11])[N:8]=1)([CH3:2])[CH3:3]. (4) The product is: [C:1]([O:5][C:6](=[O:33])[N:7]([CH2:8][CH2:9][C:10]1[CH:11]=[CH:12][C:13]([O:16][C:17]2[CH:22]=[CH:21][C:20]([NH2:23])=[CH:19][CH:18]=2)=[CH:14][CH:15]=1)[CH2:26][C:27]1[CH:28]=[CH:29][CH:30]=[CH:31][CH:32]=1)([CH3:4])([CH3:2])[CH3:3]. Given the reactants [C:1]([O:5][C:6](=[O:33])[N:7]([CH2:26][C:27]1[CH:32]=[CH:31][CH:30]=[CH:29][CH:28]=1)[CH2:8][CH2:9][C:10]1[CH:15]=[CH:14][C:13]([O:16][C:17]2[CH:22]=[CH:21][C:20]([N+:23]([O-])=O)=[CH:19][CH:18]=2)=[CH:12][CH:11]=1)([CH3:4])([CH3:3])[CH3:2], predict the reaction product.